Dataset: Full USPTO retrosynthesis dataset with 1.9M reactions from patents (1976-2016). Task: Predict the reactants needed to synthesize the given product. (1) Given the product [CH:17]1([NH:16][C:14](=[O:15])[C:13]2[CH:20]=[CH:21][C:22]([CH3:23])=[C:11]([C:7]3[N:6]=[C:5]4[NH:4][N:3]=[C:2]([NH:1][S:31]([C:28]5[CH:29]=[CH:30][C:25]([F:24])=[CH:26][CH:27]=5)(=[O:33])=[O:32])[C:10]4=[CH:9][CH:8]=3)[CH:12]=2)[CH2:18][CH2:19]1, predict the reactants needed to synthesize it. The reactants are: [NH2:1][C:2]1[C:10]2[C:5](=[N:6][C:7]([C:11]3[CH:12]=[C:13]([CH:20]=[CH:21][C:22]=3[CH3:23])[C:14]([NH:16][CH:17]3[CH2:19][CH2:18]3)=[O:15])=[CH:8][CH:9]=2)[NH:4][N:3]=1.[F:24][C:25]1[CH:30]=[CH:29][C:28]([S:31](Cl)(=[O:33])=[O:32])=[CH:27][CH:26]=1. (2) Given the product [Cl:1][C:2]1[CH:3]=[C:4]([N:8]2[C:12]([C:19]#[N:20])=[CH:11][C:10]([C:14]([F:17])([F:16])[F:15])=[N:9]2)[CH:5]=[CH:6][CH:7]=1, predict the reactants needed to synthesize it. The reactants are: [Cl:1][C:2]1[CH:3]=[C:4]([N:8]2[C:12](I)=[CH:11][C:10]([C:14]([F:17])([F:16])[F:15])=[N:9]2)[CH:5]=[CH:6][CH:7]=1.[Cu][C:19]#[N:20]. (3) Given the product [OH:29][C:27]([CH3:30])([CH3:28])[CH2:26][N:25]([CH3:31])[C:23]1[N:24]=[C:19]([O:1][CH:2]2[CH2:3][N:4]([C:6]3[CH:7]=[CH:8][C:9]([C@@H:12]([NH:14][C:15](=[O:17])[CH3:16])[CH3:13])=[CH:10][CH:11]=3)[CH2:5]2)[CH:20]=[CH:21][CH:22]=1, predict the reactants needed to synthesize it. The reactants are: [OH:1][CH:2]1[CH2:5][N:4]([C:6]2[CH:11]=[CH:10][C:9]([C@@H:12]([NH:14][C:15](=[O:17])[CH3:16])[CH3:13])=[CH:8][CH:7]=2)[CH2:3]1.Br[C:19]1[N:24]=[C:23]([N:25]([CH3:31])[CH2:26][C:27]([CH3:30])([OH:29])[CH3:28])[CH:22]=[CH:21][CH:20]=1.CC([O-])(C)C.[Na+].O.